From a dataset of Peptide-MHC class I binding affinity with 185,985 pairs from IEDB/IMGT. Regression. Given a peptide amino acid sequence and an MHC pseudo amino acid sequence, predict their binding affinity value. This is MHC class I binding data. (1) The peptide sequence is HCALLDCIMY. The MHC is HLA-A23:01 with pseudo-sequence HLA-A23:01. The binding affinity (normalized) is 0. (2) The peptide sequence is KRGVFVLG. The MHC is Mamu-B03 with pseudo-sequence YSSEYEENAGHTDADNLYLTYHYYTWAEVAYTWY. The binding affinity (normalized) is 0.625. (3) The peptide sequence is EQEQMISCKF. The MHC is Mamu-A07 with pseudo-sequence Mamu-A07. The binding affinity (normalized) is 0. (4) The MHC is Patr-A0401 with pseudo-sequence Patr-A0401. The peptide sequence is LFYPSMFTLR. The binding affinity (normalized) is 0.852.